From a dataset of Full USPTO retrosynthesis dataset with 1.9M reactions from patents (1976-2016). Predict the reactants needed to synthesize the given product. (1) Given the product [F:8][C:6]1[CH:7]=[C:2]([NH2:77])[CH:3]=[C:4]([N:9]([CH3:17])[CH:10]2[CH2:15][CH2:14][N:13]([CH3:16])[CH2:12][CH2:11]2)[CH:5]=1, predict the reactants needed to synthesize it. The reactants are: Br[C:2]1[CH:3]=[C:4]([N:9]([CH3:17])[CH:10]2[CH2:15][CH2:14][N:13]([CH3:16])[CH2:12][CH2:11]2)[CH:5]=[C:6]([F:8])[CH:7]=1.C1C=CC(P(C2C(C3C(P(C4C=CC=CC=4)C4C=CC=CC=4)=CC=C4C=3C=CC=C4)=C3C(C=CC=C3)=CC=2)C2C=CC=CC=2)=CC=1.C(=[NH:77])(C1C=CC=CC=1)C1C=CC=CC=1.CC(C)([O-])C.[Na+]. (2) The reactants are: [CH3:1][N:2]([CH3:34])[C:3]1([C:28]2[CH:33]=[CH:32][CH:31]=[CH:30][CH:29]=2)[CH2:8][CH2:7][CH:6]([CH2:9][NH:10][C:11]([N:13]2[CH2:18][CH:17]=[C:16]([C:19]3[C:27]4[C:22](=[CH:23][CH:24]=[CH:25][CH:26]=4)[NH:21][CH:20]=3)[CH2:15][CH2:14]2)=[O:12])[CH2:5][CH2:4]1.C(O)C.[C:38]([OH:50])(=[O:49])[CH2:39][C:40]([CH2:45][C:46]([OH:48])=[O:47])([C:42]([OH:44])=[O:43])[OH:41]. Given the product [C:38]([OH:50])(=[O:49])[CH2:39][C:40]([CH2:45][C:46]([OH:48])=[O:47])([C:42]([OH:44])=[O:43])[OH:41].[CH3:1][N:2]([CH3:34])[C:3]1([C:28]2[CH:29]=[CH:30][CH:31]=[CH:32][CH:33]=2)[CH2:4][CH2:5][CH:6]([CH2:9][NH:10][C:11]([N:13]2[CH2:14][CH:15]=[C:16]([C:19]3[C:27]4[C:22](=[CH:23][CH:24]=[CH:25][CH:26]=4)[NH:21][CH:20]=3)[CH2:17][CH2:18]2)=[O:12])[CH2:7][CH2:8]1, predict the reactants needed to synthesize it.